From a dataset of Forward reaction prediction with 1.9M reactions from USPTO patents (1976-2016). Predict the product of the given reaction. (1) Given the reactants [C:1](/[CH:3]=[CH:4]/[S:5]([C:8]1[CH:13]=[CH:12][C:11]([C:14]([CH3:19])([CH3:18])[C:15]([OH:17])=O)=[CH:10][CH:9]=1)(=[O:7])=[O:6])#[N:2].[NH:20]1[CH2:25][CH2:24][CH2:23][CH2:22][CH2:21]1.Cl.CN(C)CCCN=C=NCC.ON1C2C=CC=CC=2N=N1, predict the reaction product. The product is: [CH3:18][C:14]([C:11]1[CH:10]=[CH:9][C:8]([S:5](/[CH:4]=[CH:3]/[C:1]#[N:2])(=[O:6])=[O:7])=[CH:13][CH:12]=1)([CH3:19])[C:15](=[O:17])[N:20]1[CH2:25][CH2:24][CH2:23][CH2:22][CH2:21]1. (2) Given the reactants [CH3:1][C:2]1[N:3]([C:7]2[CH:12]=[CH:11][C:10]([NH:13][C:14]([NH2:16])=[NH:15])=[CH:9][CH:8]=2)[CH:4]=[CH:5][N:6]=1.O=[C:18]1[CH2:23][CH2:22][N:21]([C:24]([O:26][C:27]([CH3:30])([CH3:29])[CH3:28])=[O:25])[CH2:20][CH:19]1[C:31](OC)=[O:32].[O-]CC.[Na+], predict the reaction product. The product is: [OH:32][C:31]1[C:19]2[CH2:20][N:21]([C:24]([O:26][C:27]([CH3:30])([CH3:29])[CH3:28])=[O:25])[CH2:22][CH2:23][C:18]=2[N:15]=[C:14]([NH:13][C:10]2[CH:9]=[CH:8][C:7]([N:3]3[CH:4]=[CH:5][N:6]=[C:2]3[CH3:1])=[CH:12][CH:11]=2)[N:16]=1. (3) Given the reactants [NH:1]1[C:9]2[CH2:8][C@@H:7]([C:10]([O:12][CH3:13])=[O:11])[NH:6][CH2:5][C:4]=2[N:3]=[CH:2]1.CO, predict the reaction product. The product is: [CH3:13][O:12][C:10]([C:7]1[N:6]=[CH:5][C:4]2[N:3]=[CH:2][NH:1][C:9]=2[CH:8]=1)=[O:11]. (4) The product is: [C:31]([C:22]1[C:21]([O:20][CH:11]([CH3:18])[CH2:12][CH2:13][O:14][C:15](=[O:17])[CH3:16])=[CH:30][C:29]2[C:24]([CH:23]=1)=[CH:25][CH:26]=[CH:27][CH:28]=2)(=[O:32])[C:33]1[CH:38]=[CH:37][CH:36]=[CH:35][CH:34]=1. Given the reactants C1(C)C=CC(S(O[CH:11]([CH3:18])[CH2:12][CH2:13][O:14][C:15](=[O:17])[CH3:16])(=O)=O)=CC=1.[OH:20][C:21]1[C:22]([C:31]([C:33]2[CH:38]=[CH:37][CH:36]=[CH:35][CH:34]=2)=[O:32])=[CH:23][C:24]2[C:29]([CH:30]=1)=[CH:28][CH:27]=[CH:26][CH:25]=2.C(=O)([O-])[O-].[Cs+].[Cs+], predict the reaction product. (5) Given the reactants C(OC([N:8]1[CH2:22][C:11]2=[C:12]3[N:17]([N:18]=[C:10]2[CH2:9]1)[C:16]([CH3:19])=[C:15]([F:20])[C:14]([CH3:21])=[N:13]3)=O)(C)(C)C.[ClH:23], predict the reaction product. The product is: [ClH:23].[F:20][C:15]1[C:14]([CH3:21])=[N:13][C:12]2[N:17]([N:18]=[C:10]3[CH2:9][NH:8][CH2:22][C:11]3=2)[C:16]=1[CH3:19]. (6) Given the reactants C(OC(=O)[NH:7][CH:8]([CH3:12])[C:9](=O)[CH3:10])(C)(C)C.[C:14]1([CH3:23])[CH:19]=[CH:18][C:17]([N:20]=[C:21]=[S:22])=[CH:16][CH:15]=1.CCN(C(C)C)C(C)C, predict the reaction product. The product is: [CH3:12][C:8]1[N:7]=[C:21]([SH:22])[N:20]([C:17]2[CH:18]=[CH:19][C:14]([CH3:23])=[CH:15][CH:16]=2)[C:9]=1[CH3:10]. (7) The product is: [F:23][C:2]([F:1])([F:22])[C:3]1[CH:17]=[C:16]([C:18]([F:21])([F:20])[F:19])[CH:15]=[CH:14][C:4]=1[CH2:5][N:6]1[CH2:11][CH2:10][CH:9](/[CH:12]=[C:33]2/[C:29]([NH:28][C@H:27]([C:26]([N:25]([CH3:24])[CH3:37])=[O:36])[CH3:35])=[N:30][C:31](=[O:34])[S:32]/2)[CH2:8][CH2:7]1. Given the reactants [F:1][C:2]([F:23])([F:22])[C:3]1[CH:17]=[C:16]([C:18]([F:21])([F:20])[F:19])[CH:15]=[CH:14][C:4]=1[CH2:5][N:6]1[CH2:11][CH2:10][CH:9]([CH:12]=O)[CH2:8][CH2:7]1.[CH3:24][N:25]([CH3:37])[C:26](=[O:36])[C@H:27]([CH3:35])[NH:28][C:29]1[CH2:33][S:32][C:31](=[O:34])[N:30]=1.C([O-])(=O)C.[NH2+]1CCCCC1, predict the reaction product. (8) Given the reactants [F:1][C:2]([F:17])([F:16])[C:3]1[CH:8]=[CH:7][C:6]([NH:9][C:10](=[O:15])[C:11]([CH3:14])([CH3:13])[CH3:12])=[CH:5][CH:4]=1.C([Li])CCC.CN(C)[CH:25]=[O:26].Cl, predict the reaction product. The product is: [CH:25]([C:5]1[CH:4]=[C:3]([C:2]([F:16])([F:17])[F:1])[CH:8]=[CH:7][C:6]=1[NH:9][C:10](=[O:15])[C:11]([CH3:12])([CH3:13])[CH3:14])=[O:26]. (9) Given the reactants [Cl:1][C:2]1[CH:27]=[CH:26][C:5]([CH2:6][N:7]2[C:15]3[C:10](=[CH:11][C:12]([CH:16]=[C:17]4[S:21][C:20](SCC)=[N:19][C:18]4=[O:25])=[CH:13][CH:14]=3)[CH:9]=[N:8]2)=[C:4]([C:28]([F:31])([F:30])[F:29])[CH:3]=1.[CH3:32][O:33][CH2:34][CH2:35][N:36]1[CH2:41][CH2:40][NH:39][C@H:38]([CH3:42])[CH2:37]1, predict the reaction product. The product is: [Cl:1][C:2]1[CH:27]=[CH:26][C:5]([CH2:6][N:7]2[C:15]3[C:10](=[CH:11][C:12]([CH:16]=[C:17]4[S:21][C:20]([N:39]5[CH2:40][CH2:41][N:36]([CH2:35][CH2:34][O:33][CH3:32])[CH2:37][C@H:38]5[CH3:42])=[N:19][C:18]4=[O:25])=[CH:13][CH:14]=3)[CH:9]=[N:8]2)=[C:4]([C:28]([F:31])([F:29])[F:30])[CH:3]=1.